This data is from Full USPTO retrosynthesis dataset with 1.9M reactions from patents (1976-2016). The task is: Predict the reactants needed to synthesize the given product. (1) Given the product [F:10][C:4]1[CH:3]=[C:2]([CH:13]([CH2:14][CH3:15])[CH2:12][C:11]([O:17][CH2:18][CH3:19])=[O:16])[CH:7]=[C:6]([OH:8])[C:5]=1[F:9], predict the reactants needed to synthesize it. The reactants are: Br[C:2]1[CH:3]=[C:4]([F:10])[C:5]([F:9])=[C:6]([OH:8])[CH:7]=1.[C:11]([O:17][CH2:18][CH3:19])(=[O:16])[CH:12]=[CH:13][CH2:14][CH3:15].C(NC(C)C)(C)C.CC1C(P(C2C(C)=CC=CC=2)C2C(C)=CC=CC=2)=CC=CC=1. (2) Given the product [CH:2]1([C:5]2[CH:6]=[C:7]([CH3:17])[C:8]([N:11]3[CH2:12][CH2:13][NH:14][CH2:15][CH2:16]3)=[N:9][CH:10]=2)[CH2:4][CH2:3]1, predict the reactants needed to synthesize it. The reactants are: Cl.[CH:2]1([C:5]2[CH:6]=[C:7]([CH3:17])[C:8]([N:11]3[CH2:16][CH2:15][NH:14][CH2:13][CH2:12]3)=[N:9][CH:10]=2)[CH2:4][CH2:3]1.[OH-].[Na+]. (3) Given the product [CH3:1][O:2][C:3]([C@@H:5]1[CH2:21][C@:8]2([O:12][C:11](=[O:13])[N:10]([C:14]3[CH:19]=[CH:18][CH:17]=[C:16]([Cl:20])[CH:15]=3)[CH2:9]2)[CH2:7][N:6]1[C:32](=[O:33])[C@@H:31]([NH:30][C:28]([O:27][CH:22]1[CH2:26][CH2:25][CH2:24][CH2:23]1)=[O:29])[C:35]([CH3:38])([CH3:37])[CH3:36])=[O:4], predict the reactants needed to synthesize it. The reactants are: [CH3:1][O:2][C:3]([C@@H:5]1[CH2:21][C@:8]2([O:12][C:11](=[O:13])[N:10]([C:14]3[CH:19]=[CH:18][CH:17]=[C:16]([Cl:20])[CH:15]=3)[CH2:9]2)[CH2:7][NH:6]1)=[O:4].[CH:22]1([O:27][C:28]([NH:30][C@@H:31]([C:35]([CH3:38])([CH3:37])[CH3:36])[C:32](O)=[O:33])=[O:29])[CH2:26][CH2:25][CH2:24][CH2:23]1. (4) Given the product [C:39]1([C:20]2[CH:21]=[CH:22][C:17]([C:15]([N:7]3[C:8]4[CH:14]=[CH:13][CH:12]=[CH:11][C:9]=4[CH2:10][N:4]4[C:3]([C:51]([N:7]5[CH2:62][CH2:61][N:4]([CH3:3])[CH2:5][CH2:6]5)=[O:54])=[CH:2][CH:1]=[C:5]4[CH2:6]3)=[O:16])=[CH:18][C:19]=2[CH3:32])[C:48]2[C:43](=[CH:44][CH:45]=[CH:46][CH:47]=2)[CH2:42][CH2:41][CH:40]=1, predict the reactants needed to synthesize it. The reactants are: [CH:1]1[CH:2]=[CH:3][N:4]2[CH2:10][C:9]3[CH:11]=[CH:12][CH:13]=[CH:14][C:8]=3[N:7]([C:15]([C:17]3[CH:22]=[CH:21][C:20](B4OC(C)(C)C(C)(C)O4)=[C:19]([CH3:32])[CH:18]=3)=[O:16])[CH2:6][C:5]=12.FC(F)(F)S(O[C:39]1[C:48]2[C:43](=[CH:44][CH:45]=[CH:46][CH:47]=2)[CH2:42][CH2:41][CH:40]=1)(=O)=O.[C:51](=[O:54])([O-])[O-].[Na+].[Na+].C(O[CH2:61][CH3:62])(=O)C. (5) Given the product [CH:27]1([C:25]([C:19]2[CH:24]=[CH:23][CH:22]=[CH:21][C:20]=2[B:10]2[O:11][C:12]([CH3:17])([CH3:18])[C:13]([CH3:15])([CH3:16])[O:14]2)=[O:26])[CH2:28][CH2:29]1, predict the reactants needed to synthesize it. The reactants are: [B:10]1([B:10]2[O:14][C:13]([CH3:16])([CH3:15])[C:12]([CH3:18])([CH3:17])[O:11]2)[O:14][C:13]([CH3:16])([CH3:15])[C:12]([CH3:18])([CH3:17])[O:11]1.[C:19]1([C:25]([CH:27]2[CH2:29][CH2:28]2)=[O:26])[CH:24]=[CH:23][CH:22]=[CH:21][CH:20]=1.COC1C=CC=CN=1. (6) Given the product [CH2:13]([Si:15]([CH2:18][CH3:19])([CH2:16][CH3:17])[O:27][C:26]([O:28][Si:29]([CH3:34])([CH3:32])[CH3:30])=[CH:25][O:24][Si:23]([CH2:38][CH3:39])([CH2:21][CH3:22])[CH2:36][CH3:37])[CH3:14], predict the reactants needed to synthesize it. The reactants are: C(NC(C)C)(C)C.C([Li])CCC.[CH2:13]([Si:15](Cl)([CH2:18][CH3:19])[CH2:16][CH3:17])[CH3:14].[CH2:21]([Si:23]([CH2:38][CH3:39])([CH2:36][CH3:37])[O:24][CH2:25][C:26]([O:28][Si:29]([CH2:34]C)([CH2:32]C)[CH2:30]C)=[O:27])[CH3:22]. (7) Given the product [OH:13][C:2]1[CH:9]=[C:8]([CH3:10])[C:5]([C:6]#[N:7])=[C:4]([CH3:11])[N:3]=1, predict the reactants needed to synthesize it. The reactants are: N[C:2]1[CH:9]=[C:8]([CH3:10])[C:5]([C:6]#[N:7])=[C:4]([CH3:11])[N:3]=1.N([O-])=[O:13].[Na+].